Task: Predict the reactants needed to synthesize the given product.. Dataset: Full USPTO retrosynthesis dataset with 1.9M reactions from patents (1976-2016) (1) Given the product [Br:20][C:12]1[CH:13]=[C:14]2[C:9](=[N:10][CH:11]=1)[NH:8][CH2:7][CH2:6][CH:5]2[CH2:4][C:3]1[CH:15]=[C:16]([F:19])[CH:17]=[CH:18][C:2]=1[F:1], predict the reactants needed to synthesize it. The reactants are: [F:1][C:2]1[CH:18]=[CH:17][C:16]([F:19])=[CH:15][C:3]=1[CH2:4][CH:5]1[C:14]2[C:9](=[N:10][CH:11]=[CH:12][CH:13]=2)[NH:8][CH2:7][CH2:6]1.[Br:20]N1C(=O)CCC1=O. (2) Given the product [F:12][C:13]1[CH:18]=[CH:17][C:16]([C:2]2[C:7]([C:8]([O:10][CH3:11])=[O:9])=[CH:6][CH:5]=[CH:4][N:3]=2)=[CH:15][CH:14]=1, predict the reactants needed to synthesize it. The reactants are: Cl[C:2]1[C:7]([C:8]([O:10][CH3:11])=[O:9])=[CH:6][CH:5]=[CH:4][N:3]=1.[F:12][C:13]1[CH:18]=[CH:17][C:16](B(O)O)=[CH:15][CH:14]=1.C(=O)([O-])[O-].[Na+].[Na+].C(O)C. (3) Given the product [CH:13]1([NH:12][C:8]2[C:9]3[C:4](=[CH:3][C:2]([C:26]4[CH:25]=[C:24]([CH:29]=[CH:28][C:27]=4[CH3:30])[C:23]([NH:22][CH:19]4[CH2:20][CH2:21]4)=[O:40])=[CH:11][CH:10]=3)[CH:5]=[N:6][N:7]=2)[CH2:18][CH2:17][CH2:16][CH2:15][CH2:14]1, predict the reactants needed to synthesize it. The reactants are: Br[C:2]1[CH:3]=[C:4]2[C:9](=[CH:10][CH:11]=1)[C:8]([NH:12][CH:13]1[CH2:18][CH2:17][CH2:16][CH2:15][CH2:14]1)=[N:7][N:6]=[CH:5]2.[CH:19]1([NH:22][C:23](=[O:40])[C:24]2[CH:29]=[CH:28][C:27]([CH3:30])=[C:26](B3OC(C)(C)C(C)(C)O3)[CH:25]=2)[CH2:21][CH2:20]1.C(=O)([O-])[O-].[K+].[K+]. (4) The reactants are: Cl.[CH2:2]([O:4][C:5](=[O:24])[CH2:6][O:7][C:8]1[CH:13]=[CH:12][C:11]([Cl:14])=[CH:10][C:9]=1[CH:15]1[C:20]2[S:21][CH:22]=[N:23][C:19]=2[CH2:18][CH2:17][NH:16]1)[CH3:3].[CH2:25]1COCC1. Given the product [CH:2]([O:4][C:5](=[O:24])[CH2:6][O:7][C:8]1[CH:13]=[CH:12][C:11]([Cl:14])=[CH:10][C:9]=1[CH:15]1[C:20]2[S:21][CH:22]=[N:23][C:19]=2[CH2:18][CH2:17][NH:16]1)([CH3:25])[CH3:3], predict the reactants needed to synthesize it. (5) Given the product [Cl:26][C:27]1[CH:28]=[C:29]([C@@H:33]([NH:35][C:7]2[CH:6]=[C:5]([NH:4][CH:1]3[CH2:3][CH2:2]3)[N:10]3[N:11]=[CH:12][C:13](/[CH:14]=[C:15]4/[C:16](=[O:21])[NH:17][C:18](=[O:20])[NH:19]/4)=[C:9]3[N:8]=2)[CH3:34])[CH:30]=[CH:31][CH:32]=1, predict the reactants needed to synthesize it. The reactants are: [CH:1]1([NH:4][C:5]2[N:10]3[N:11]=[CH:12][C:13](/[CH:14]=[C:15]4/[C:16](=[O:21])[NH:17][C:18](=[O:20])[NH:19]/4)=[C:9]3[N:8]=[C:7](S(C)(=O)=O)[CH:6]=2)[CH2:3][CH2:2]1.[Cl:26][C:27]1[CH:28]=[C:29]([C@@H:33]([NH2:35])[CH3:34])[CH:30]=[CH:31][CH:32]=1. (6) Given the product [CH3:15][CH2:16][CH2:17][C:4](=[O:13])[CH2:5][CH2:6][C:7](=[O:8])[CH2:24][CH2:20][CH3:21], predict the reactants needed to synthesize it. The reactants are: CON(C)[C:4](=[O:13])[CH2:5][CH2:6][C:7](N(OC)C)=[O:8].[CH2:15]([Mg]Cl)[CH2:16][CH3:17].[CH2:20](O)[CH3:21].O.[CH3:24]COCC. (7) Given the product [Cl:1][C:2]1[CH:3]=[C:4]([C:12]2[O:16][N:15]=[C:14]([C:17]3[CH:18]=[C:19]4[C:23](=[CH:24][CH:25]=3)[N:22]([CH2:33][CH2:34][C:35]([O:37][CH2:38][CH3:39])=[O:36])[N:21]=[CH:20]4)[N:13]=2)[CH:5]=[CH:6][C:7]=1[O:8][CH:9]([CH3:11])[CH3:10], predict the reactants needed to synthesize it. The reactants are: [Cl:1][C:2]1[CH:3]=[C:4]([C:12]2[O:16][N:15]=[C:14]([C:17]3[CH:18]=[C:19]4[C:23](=[CH:24][CH:25]=3)[NH:22][N:21]=[CH:20]4)[N:13]=2)[CH:5]=[CH:6][C:7]=1[O:8][CH:9]([CH3:11])[CH3:10].C([O-])([O-])=O.[Cs+].[Cs+].Br[CH2:33][CH2:34][C:35]([O:37][CH2:38][CH3:39])=[O:36].